Dataset: NCI-60 drug combinations with 297,098 pairs across 59 cell lines. Task: Regression. Given two drug SMILES strings and cell line genomic features, predict the synergy score measuring deviation from expected non-interaction effect. (1) Drug 1: CC1OCC2C(O1)C(C(C(O2)OC3C4COC(=O)C4C(C5=CC6=C(C=C35)OCO6)C7=CC(=C(C(=C7)OC)O)OC)O)O. Drug 2: C(=O)(N)NO. Cell line: HCT116. Synergy scores: CSS=55.7, Synergy_ZIP=-3.00, Synergy_Bliss=-1.73, Synergy_Loewe=-8.62, Synergy_HSA=0.380. (2) Drug 1: CC1=CC=C(C=C1)C2=CC(=NN2C3=CC=C(C=C3)S(=O)(=O)N)C(F)(F)F. Drug 2: CCN(CC)CCNC(=O)C1=C(NC(=C1C)C=C2C3=C(C=CC(=C3)F)NC2=O)C. Cell line: IGROV1. Synergy scores: CSS=-1.76, Synergy_ZIP=2.80, Synergy_Bliss=5.22, Synergy_Loewe=-5.89, Synergy_HSA=-6.63. (3) Drug 1: CN1C(=O)N2C=NC(=C2N=N1)C(=O)N. Drug 2: CS(=O)(=O)OCCCCOS(=O)(=O)C. Cell line: OVCAR-5. Synergy scores: CSS=14.8, Synergy_ZIP=-3.39, Synergy_Bliss=-2.36, Synergy_Loewe=1.73, Synergy_HSA=0.866. (4) Drug 1: CNC(=O)C1=CC=CC=C1SC2=CC3=C(C=C2)C(=NN3)C=CC4=CC=CC=N4. Drug 2: CCC1(CC2CC(C3=C(CCN(C2)C1)C4=CC=CC=C4N3)(C5=C(C=C6C(=C5)C78CCN9C7C(C=CC9)(C(C(C8N6C=O)(C(=O)OC)O)OC(=O)C)CC)OC)C(=O)OC)O.OS(=O)(=O)O. Cell line: SF-539. Synergy scores: CSS=30.6, Synergy_ZIP=2.69, Synergy_Bliss=2.86, Synergy_Loewe=4.55, Synergy_HSA=4.92.